This data is from Full USPTO retrosynthesis dataset with 1.9M reactions from patents (1976-2016). The task is: Predict the reactants needed to synthesize the given product. (1) Given the product [CH3:1][S:2]([N:5]1[CH2:10][CH2:9][NH:8][CH2:7][CH2:6]1)(=[O:4])=[O:3], predict the reactants needed to synthesize it. The reactants are: [CH3:1][S:2]([N:5]1[CH2:10][CH2:9][N:8](C(OCC2C=CC=CC=2)=O)[CH2:7][CH2:6]1)(=[O:4])=[O:3].C(O)C.[H][H]. (2) The reactants are: [C:1]1([OH:7])[CH:6]=[CH:5][CH:4]=[CH:3][CH:2]=1.Cl[CH2:9][CH2:10][CH2:11][CH2:12][OH:13].C([O-])([O-])=O.[Cs+].[Cs+]. Given the product [O:7]([CH2:9][CH2:10][CH2:11][CH2:12][OH:13])[C:1]1[CH:6]=[CH:5][CH:4]=[CH:3][CH:2]=1, predict the reactants needed to synthesize it. (3) Given the product [CH2:12]([C:13]1[C:22]([CH2:23][C:6]#[C:7][CH2:8][CH2:9][CH3:10])=[C:21]([CH2:25][CH2:26][CH3:27])[C:20]2[C:15](=[CH:16][CH:17]=[CH:18][CH:19]=2)[C:14]=1[CH2:28][CH2:29][CH3:30])[C:4]#[C:3][CH2:2][CH2:1][CH3:31], predict the reactants needed to synthesize it. The reactants are: [CH2:1]([Li])[CH2:2][CH2:3][CH3:4].[CH:6]#[C:7][CH2:8][CH2:9][CH3:10].Br[CH2:12][C:13]1[C:22]([CH2:23]Br)=[C:21]([CH2:25][CH2:26][CH3:27])[C:20]2[C:15](=[CH:16][CH:17]=[CH:18][CH:19]=2)[C:14]=1[CH2:28][CH2:29][CH3:30].[CH3:31]N1C(=O)N(C)CCC1.Cl. (4) Given the product [CH3:10][C:11]1([CH3:39])[CH2:20][C:19]2[C:14](=[CH:15][CH:16]=[C:17]([C:21]([NH:9][S:6]([CH:3]3[CH2:5][CH2:4]3)(=[O:8])=[O:7])=[O:22])[CH:18]=2)[NH:13][CH:12]1[C:24]1[CH:29]=[CH:28][CH:27]=[C:26]([N:30]2[CH2:35][CH2:34][N:33]([CH3:36])[C:32](=[O:37])[C:31]2=[O:38])[CH:25]=1, predict the reactants needed to synthesize it. The reactants are: [H-].[Na+].[CH:3]1([S:6]([NH2:9])(=[O:8])=[O:7])[CH2:5][CH2:4]1.[CH3:10][C:11]1([CH3:39])[CH2:20][C:19]2[C:14](=[CH:15][CH:16]=[C:17]([C:21](O)=[O:22])[CH:18]=2)[NH:13][CH:12]1[C:24]1[CH:29]=[CH:28][CH:27]=[C:26]([N:30]2[CH2:35][CH2:34][N:33]([CH3:36])[C:32](=[O:37])[C:31]2=[O:38])[CH:25]=1.C(N1C=CN=C1)(N1C=CN=C1)=O. (5) Given the product [ClH:43].[ClH:43].[ClH:43].[NH:1]([C:10]([O:12][CH2:13][C:14]1[CH:19]=[CH:18][C:17]([CH2:20][CH2:21][C:22]2[CH:27]=[CH:26][C:25]([N:28]3[CH2:33][CH2:32][N:31]([C:34](=[O:36])[CH3:35])[CH2:30][CH2:29]3)=[CH:24][N:23]=2)=[CH:16][CH:15]=1)=[O:11])[NH2:2], predict the reactants needed to synthesize it. The reactants are: [NH:1]([C:10]([O:12][CH2:13][C:14]1[CH:19]=[CH:18][C:17]([CH2:20][CH2:21][C:22]2[CH:27]=[CH:26][C:25]([N:28]3[CH2:33][CH2:32][N:31]([C:34](=[O:36])[CH3:35])[CH2:30][CH2:29]3)=[CH:24][N:23]=2)=[CH:16][CH:15]=1)=[O:11])[NH:2]C(OC(C)(C)C)=O.O1CCOCC1.[ClH:43]. (6) The reactants are: Br[C:2]1[CH:3]=[C:4]2[C:10]([CH3:11])=[N:9][N:8]([CH2:12][C:13]3[CH:18]=[CH:17][C:16]([O:19][CH3:20])=[CH:15][CH:14]=3)[C:5]2=[N:6][CH:7]=1.[Cl:21][C:22]1[CH:27]=[CH:26][CH:25]=[C:24](B2OC(C)(C)C(C)(C)O2)[N:23]=1.C([O-])([O-])=O.[Cs+].[Cs+].C(OCC)(=O)C. Given the product [Cl:21][C:22]1[N:23]=[C:24]([C:2]2[CH:3]=[C:4]3[C:10]([CH3:11])=[N:9][N:8]([CH2:12][C:13]4[CH:18]=[CH:17][C:16]([O:19][CH3:20])=[CH:15][CH:14]=4)[C:5]3=[N:6][CH:7]=2)[CH:25]=[CH:26][CH:27]=1, predict the reactants needed to synthesize it. (7) The reactants are: F[C:2]1[CH:7]=[C:6]([F:8])[CH:5]=[CH:4][C:3]=1[C:9]1[CH:14]=[CH:13][CH:12]=[CH:11][C:10]=1[CH:15]([NH:17][C:18](=[O:27])[C:19]1[CH:24]=[CH:23][C:22]([O:25]C)=[CH:21][CH:20]=1)[CH3:16].COC1C=CC(C(Cl)=O)=CC=1.FC1C=C(F)C=CC=1C1C=CC=CC=1C(N)C.C(N(CC)CC)C. Given the product [F:8][C:6]1[CH:5]=[CH:4][C:3]2[C:9]3[C:10]([CH:15]([CH3:16])[N:17]([C:18]([C:19]4[CH:24]=[CH:23][C:22]([OH:25])=[CH:21][CH:20]=4)=[O:27])[C:2]=2[CH:7]=1)=[CH:11][CH:12]=[CH:13][CH:14]=3, predict the reactants needed to synthesize it. (8) The reactants are: [CH3:1][N:2]1[CH:6]=[C:5]([C:7]2[O:11][N:10]=[C:9]([C:12]([OH:14])=O)[CH:8]=2)[CH:4]=[N:3]1.C1C=CC2N(O)N=NC=2C=1.N=C=N.[NH2:28][C@@H:29]([CH3:45])[CH2:30][N:31]1[CH:35]=[CH:34][C:33]([C:36]2[CH:43]=[CH:42][C:39]([C:40]#[N:41])=[C:38]([CH3:44])[CH:37]=2)=[N:32]1.C(O)C(N)(CO)CO. Given the product [C:40]([C:39]1[CH:42]=[CH:43][C:36]([C:33]2[CH:34]=[CH:35][N:31]([CH2:30][C@@H:29]([NH:28][C:12]([C:9]3[CH:8]=[C:7]([C:5]4[CH:4]=[N:3][N:2]([CH3:1])[CH:6]=4)[O:11][N:10]=3)=[O:14])[CH3:45])[N:32]=2)=[CH:37][C:38]=1[CH3:44])#[N:41], predict the reactants needed to synthesize it.